The task is: Predict the reactants needed to synthesize the given product.. This data is from Full USPTO retrosynthesis dataset with 1.9M reactions from patents (1976-2016). Given the product [CH3:32][O:31][C:26]1[CH:27]=[CH:28][CH:29]=[CH:30][C:25]=1[CH:2]1[C:10]2[C:5](=[CH:6][CH:7]=[CH:8][CH:9]=2)[CH:4]([C:11]2[CH:16]=[CH:15][C:14]3[O:17][CH2:18][O:19][C:13]=3[CH:12]=2)[CH:3]1[C:20]([OH:22])=[O:21], predict the reactants needed to synthesize it. The reactants are: O[C:2]1([C:25]2[CH:30]=[CH:29][CH:28]=[CH:27][C:26]=2[O:31][CH3:32])[C:10]2[C:5](=[CH:6][CH:7]=[CH:8][CH:9]=2)[C:4]([C:11]2[CH:16]=[CH:15][C:14]3[O:17][CH2:18][O:19][C:13]=3[CH:12]=2)=[C:3]1[C:20]([O:22]CC)=[O:21].C([SiH](CC)CC)C.B(F)(F)F.CCOCC.Cl.